Predict the reactants needed to synthesize the given product. From a dataset of Full USPTO retrosynthesis dataset with 1.9M reactions from patents (1976-2016). Given the product [F:35][C:31]1[CH:32]=[CH:33][CH:34]=[C:4]([F:3])[C:5]=1[C:6]1[O:7][CH2:10][CH:9]([C:12]2[CH:17]=[CH:16][C:15]([C:18]3[CH:23]=[CH:22][C:21]([OH:24])=[C:20]([CH2:28][CH2:29][CH3:30])[CH:19]=3)=[CH:14][CH:13]=2)[N:8]=1, predict the reactants needed to synthesize it. The reactants are: [OH-].[Na+].[F:3][C:4]1[CH:34]=[CH:33][CH:32]=[C:31]([F:35])[C:5]=1[C:6]([NH:8][CH:9]([C:12]1[CH:17]=[CH:16][C:15]([C:18]2[CH:23]=[CH:22][C:21]([O:24]C(=O)C)=[C:20]([CH2:28][CH2:29][CH3:30])[CH:19]=2)=[CH:14][CH:13]=1)[CH2:10]Cl)=[O:7].N.